Dataset: Forward reaction prediction with 1.9M reactions from USPTO patents (1976-2016). Task: Predict the product of the given reaction. (1) Given the reactants [C:1]([O:5][C:6]([N:8]1[CH2:13][CH2:12][N:11]2[C:14]([CH3:18])=[N:15][C:16](I)=[C:10]2[CH:9]1[CH2:19][CH2:20][C:21]1[CH:26]=[CH:25][C:24]([CH3:27])=[C:23]([CH3:28])[CH:22]=1)=[O:7])([CH3:4])([CH3:3])[CH3:2].C(Cl)[Cl:30].CO, predict the reaction product. The product is: [C:1]([O:5][C:6]([N:8]1[CH2:13][CH2:12][N:11]2[C:14]([CH3:18])=[N:15][C:16]([Cl:30])=[C:10]2[CH:9]1[CH2:19][CH2:20][C:21]1[CH:26]=[CH:25][C:24]([CH3:27])=[C:23]([CH3:28])[CH:22]=1)=[O:7])([CH3:4])([CH3:3])[CH3:2]. (2) Given the reactants [CH:1]1([N:4]([CH2:18][C:19]2[CH:20]=[N:21][C:22]([C:25]3[CH:30]=[CH:29][C:28]([S:31]([CH3:34])(=[O:33])=[O:32])=[CH:27][CH:26]=3)=[CH:23][CH:24]=2)[CH:5]2[CH2:10][CH2:9][N:8](C(OC(C)(C)C)=O)[CH2:7][CH2:6]2)[CH2:3][CH2:2]1.C(O)(C(F)(F)F)=O, predict the reaction product. The product is: [CH:1]1([N:4]([CH2:18][C:19]2[CH:20]=[N:21][C:22]([C:25]3[CH:30]=[CH:29][C:28]([S:31]([CH3:34])(=[O:32])=[O:33])=[CH:27][CH:26]=3)=[CH:23][CH:24]=2)[CH:5]2[CH2:10][CH2:9][NH:8][CH2:7][CH2:6]2)[CH2:2][CH2:3]1. (3) Given the reactants Br[C:2]1[CH:3]=[N:4][C:5]([N:8]2[CH2:13][CH2:12][CH:11]([OH:14])[CH2:10][CH2:9]2)=[N:6][CH:7]=1.[Cu][C:16]#[N:17], predict the reaction product. The product is: [OH:14][CH:11]1[CH2:12][CH2:13][N:8]([C:5]2[N:4]=[CH:3][C:2]([C:16]#[N:17])=[CH:7][N:6]=2)[CH2:9][CH2:10]1.